From a dataset of Forward reaction prediction with 1.9M reactions from USPTO patents (1976-2016). Predict the product of the given reaction. Given the reactants [Si]([O:8][C@H:9]1[CH2:14][CH2:13][C@H:12]([N:15]2[CH:19]=[C:18](B3OC(C)(C)C(C)(C)O3)[CH:17]=[N:16]2)[CH2:11][CH2:10]1)(C(C)(C)C)(C)C.Br[C:30]1[CH:31]=[C:32]2[C:38]([C@H:39]([C:41]3[C:46]([O:47][CH3:48])=[CH:45][CH:44]=[C:43]([F:49])[C:42]=3[Cl:50])[CH3:40])=[N:37][NH:36][C:33]2=[N:34][CH:35]=1.C(=O)([O-])[O-].[K+].[K+].ClCCl.Cl, predict the reaction product. The product is: [Cl:50][C:42]1[C:43]([F:49])=[CH:44][CH:45]=[C:46]([O:47][CH3:48])[C:41]=1[C@@H:39]([C:38]1[C:32]2[C:33](=[N:34][CH:35]=[C:30]([C:18]3[CH:17]=[N:16][N:15]([C@H:12]4[CH2:11][CH2:10][C@H:9]([OH:8])[CH2:14][CH2:13]4)[CH:19]=3)[CH:31]=2)[NH:36][N:37]=1)[CH3:40].